This data is from Forward reaction prediction with 1.9M reactions from USPTO patents (1976-2016). The task is: Predict the product of the given reaction. (1) Given the reactants [CH3:1][C:2]1[CH:12]=[CH:11][CH:10]=[CH:9][C:3]=1[CH:4]=[CH:5][C:6]([OH:8])=O.C(N1C=CN=C1)(N1C=CN=C1)=O.[K+].[C:26]([O:32][CH2:33][CH3:34])(=[O:31])[CH2:27]C([O-])=O.[Cl-].[Mg+2].[Cl-].Cl, predict the reaction product. The product is: [CH3:1][C:2]1[CH:12]=[CH:11][CH:10]=[CH:9][C:3]=1/[CH:4]=[CH:5]/[C:6](=[O:8])[CH2:27][C:26]([O:32][CH2:33][CH3:34])=[O:31]. (2) Given the reactants [CH2:1]([O:3][CH2:4][CH2:5][O:6][C:7]1[CH:12]=[CH:11][C:10]([C:13]2[CH:18]=[CH:17][C:16]([C:19]([NH:21][NH:22][C:23]([C:25]3[CH:34]=[CH:33][C:28]([C:29]([O:31][CH3:32])=[O:30])=[CH:27][N:26]=3)=O)=O)=[CH:15][CH:14]=2)=[CH:9][CH:8]=1)[CH3:2].C(N(CC)CC)C.P12(SP3(SP(SP(S3)(S1)=S)(=S)S2)=S)=[S:43].O, predict the reaction product. The product is: [CH2:1]([O:3][CH2:4][CH2:5][O:6][C:7]1[CH:12]=[CH:11][C:10]([C:13]2[CH:18]=[CH:17][C:16]([C:19]3[S:43][C:23]([C:25]4[CH:34]=[CH:33][C:28]([C:29]([O:31][CH3:32])=[O:30])=[CH:27][N:26]=4)=[N:22][N:21]=3)=[CH:15][CH:14]=2)=[CH:9][CH:8]=1)[CH3:2]. (3) The product is: [NH:1]1[C:9]2[C:4](=[CH:5][CH:6]=[CH:7][CH:8]=2)[C:3]([CH2:10][N:11]2[CH2:16][CH2:15][CH2:14][C:13]3([CH2:21][CH2:20][N:19]([C:24]4[N:29]=[C:28]([CH3:30])[CH:27]=[CH:26][N:25]=4)[CH2:18][CH2:17]3)[C:12]2=[O:22])=[CH:2]1. Given the reactants [NH:1]1[C:9]2[C:4](=[CH:5][CH:6]=[CH:7][CH:8]=2)[C:3]([CH2:10][N:11]2[CH2:16][CH2:15][CH2:14][C:13]3([CH2:21][CH2:20][NH:19][CH2:18][CH2:17]3)[C:12]2=[O:22])=[CH:2]1.Cl[C:24]1[N:29]=[C:28]([CH3:30])[CH:27]=[CH:26][N:25]=1, predict the reaction product.